From a dataset of Forward reaction prediction with 1.9M reactions from USPTO patents (1976-2016). Predict the product of the given reaction. (1) The product is: [OH:1][C:2]1[C:3]([CH3:38])=[C:4]([CH:35]=[CH:36][CH:37]=1)[O:5][C:6]1[C:7]([C:23]([NH2:25])=[O:24])=[C:8]([NH:14][C:15]2[CH:20]=[CH:19][C:18]([I:21])=[CH:17][C:16]=2[F:22])[N:9]([CH3:13])[C:10](=[O:12])[CH:11]=1. Given the reactants [OH:1][C:2]1[C:3]([CH3:38])=[C:4]([CH:35]=[CH:36][CH:37]=1)[O:5][C:6]1[C:7]([C:23]([NH:25]CC2C=CC(OC)=CC=2)=[O:24])=[C:8]([NH:14][C:15]2[CH:20]=[CH:19][C:18]([I:21])=[CH:17][C:16]=2[F:22])[N:9]([CH3:13])[C:10](=[O:12])[CH:11]=1.[Cl-].[Al+3].[Cl-].[Cl-].C(OCC)(=O)C.O, predict the reaction product. (2) Given the reactants [Cl:1][C:2]1[CH:7]=[C:6]2[NH:8][C:9](=[O:34])[C:10]3([CH:15]([C:16]4[CH:21]=[CH:20][CH:19]=[C:18]([Cl:22])[CH:17]=4)[CH2:14][C:13](=O)[NH:12][CH:11]3[C:24]3[C:33]4[C:28](=[CH:29][CH:30]=[CH:31][CH:32]=4)[CH:27]=[CH:26][CH:25]=3)[C:5]2=[CH:4][CH:3]=1.[BH4-].[Na+], predict the reaction product. The product is: [Cl:1][C:2]1[CH:7]=[C:6]2[NH:8][C:9](=[O:34])[C:10]3([CH:15]([C:16]4[CH:21]=[CH:20][CH:19]=[C:18]([Cl:22])[CH:17]=4)[CH2:14][CH2:13][NH:12][CH:11]3[C:24]3[C:33]4[C:28](=[CH:29][CH:30]=[CH:31][CH:32]=4)[CH:27]=[CH:26][CH:25]=3)[C:5]2=[CH:4][CH:3]=1. (3) The product is: [N:6]1[NH:7][C:3]([C:1]#[N:2])=[C:4]2[CH2:18][NH:17][CH2:16][C:5]=12. Given the reactants [C:1]([C:3]1[N:7](COCC[Si](C)(C)C)[N:6]=[C:5]2[CH2:16][N:17](C(OC(C)(C)C)=O)[CH2:18][C:4]=12)#[N:2].Cl, predict the reaction product. (4) Given the reactants CS([O:5][CH:6]1[CH2:11][CH2:10][N:9]([C:12]([O:14][C:15]([CH3:18])([CH3:17])[CH3:16])=[O:13])[CH2:8][CH2:7]1)(=O)=O.[F:19][C:20]([F:30])([F:29])[O:21][C:22]1[CH:27]=[CH:26][CH:25]=[CH:24][C:23]=1O.[OH-].[Na+], predict the reaction product. The product is: [F:19][C:20]([F:29])([F:30])[O:21][C:22]1[CH:27]=[CH:26][C:25]([O:5][CH:6]2[CH2:11][CH2:10][N:9]([C:12]([O:14][C:15]([CH3:18])([CH3:17])[CH3:16])=[O:13])[CH2:8][CH2:7]2)=[CH:24][CH:23]=1. (5) Given the reactants [C:1]([C:5]1[O:6][C:7]([C:10]2[C:14]([C:15]#[CH:16])=[C:13]([C:17]3[CH:22]=[CH:21][C:20]([Cl:23])=[CH:19][CH:18]=3)[N:12]([C:24]3[CH:29]=[CH:28][C:27]([Cl:30])=[CH:26][C:25]=3[Cl:31])[N:11]=2)=[N:8][N:9]=1)([CH3:4])([CH3:3])[CH3:2].[CH3:32][Si]([N-][Si](C)(C)C)(C)C.[Li+].IC, predict the reaction product. The product is: [C:1]([C:5]1[O:6][C:7]([C:10]2[C:14]([C:15]#[C:16][CH3:32])=[C:13]([C:17]3[CH:18]=[CH:19][C:20]([Cl:23])=[CH:21][CH:22]=3)[N:12]([C:24]3[CH:29]=[CH:28][C:27]([Cl:30])=[CH:26][C:25]=3[Cl:31])[N:11]=2)=[N:8][N:9]=1)([CH3:4])([CH3:2])[CH3:3]. (6) Given the reactants [Cl:1][C:2]1[CH:7]=[CH:6][CH:5]=[CH:4][C:3]=1[CH:8]([OH:12])[C:9](O)=O.[CH3:13][O:14][CH2:15][CH2:16][CH2:17][NH:18][C:19](=[S:22])[NH:20][NH2:21], predict the reaction product. The product is: [Cl:1][C:2]1[CH:7]=[CH:6][CH:5]=[CH:4][C:3]=1[CH:8]([OH:12])[C:9]1[N:18]([CH2:17][CH2:16][CH2:15][O:14][CH3:13])[C:19](=[S:22])[NH:20][N:21]=1. (7) Given the reactants [C:1]1([OH:7])[CH:6]=[CH:5][CH:4]=[CH:3][CH:2]=1.[H-].[Na+].Cl[C:11]1[C:16]([N+:17]([O-:19])=[O:18])=[C:15]([NH:20][CH2:21][CH2:22][NH:23][C:24](=[O:30])[O:25][C:26]([CH3:29])([CH3:28])[CH3:27])[C:14]([CH3:31])=[C:13]([CH3:32])[N:12]=1.O, predict the reaction product. The product is: [CH3:32][C:13]1[C:14]([CH3:31])=[C:15]([NH:20][CH2:21][CH2:22][NH:23][C:24](=[O:30])[O:25][C:26]([CH3:29])([CH3:28])[CH3:27])[C:16]([N+:17]([O-:19])=[O:18])=[C:11]([O:7][C:1]2[CH:6]=[CH:5][CH:4]=[CH:3][CH:2]=2)[N:12]=1.